Dataset: Reaction yield outcomes from USPTO patents with 853,638 reactions. Task: Predict the reaction yield, written as a fraction of the theoretical maximum amount of product (1.0 means a 100% yield; for example, 0.34 means a 34% yield). The reactants are [CH3:1][C:2]1[CH:7]=[CH:6][C:5]([S:8]([CH2:11][CH:12]([CH2:15][CH2:16][CH2:17][CH3:18])[CH:13]=[O:14])(=[O:10])=[O:9])=[CH:4][CH:3]=1.O[CH:20]([CH:22]=[CH2:23])[CH3:21].C1(C)C=CC(S(O)(=O)=O)=CC=1. The catalyst is C1(C)C=CC=CC=1. The product is [CH2:15]([C:12]([CH2:11][S:8]([C:5]1[CH:4]=[CH:3][C:2]([CH3:1])=[CH:7][CH:6]=1)(=[O:10])=[O:9])([CH2:21]/[CH:20]=[CH:22]/[CH3:23])[CH:13]=[O:14])[CH2:16][CH2:17][CH3:18]. The yield is 1.00.